This data is from Reaction yield outcomes from USPTO patents with 853,638 reactions. The task is: Predict the reaction yield, written as a fraction of the theoretical maximum amount of product (1.0 means a 100% yield; for example, 0.34 means a 34% yield). (1) The reactants are [CH3:1][C:2]1[CH:7]=[C:6]([CH3:8])[NH:5][C:4](=[O:9])[C:3]=1[CH2:10][NH:11][C:12]([C:14]1[C:15]2[CH:32]=[N:31][N:30]([CH:33]([CH3:35])[CH3:34])[C:16]=2[N:17]=[C:18]([C:20]2[CH2:21][C:22]([CH3:29])([CH3:28])[NH:23][C:24]([CH3:27])([CH3:26])[CH:25]=2)[CH:19]=1)=[O:13]. The catalyst is CO.[Pd]. The product is [CH3:1][C:2]1[CH:7]=[C:6]([CH3:8])[NH:5][C:4](=[O:9])[C:3]=1[CH2:10][NH:11][C:12]([C:14]1[C:15]2[CH:32]=[N:31][N:30]([CH:33]([CH3:35])[CH3:34])[C:16]=2[N:17]=[C:18]([CH:20]2[CH2:25][C:24]([CH3:26])([CH3:27])[NH:23][C:22]([CH3:29])([CH3:28])[CH2:21]2)[CH:19]=1)=[O:13]. The yield is 0.710. (2) The reactants are [CH2:1]1[C:5]2([CH2:9][CH2:8][NH:7][CH2:6]2)[CH2:4][CH2:3][N:2]1[C:10]1[CH:17]=[CH:16][CH:15]=[CH:14][C:11]=1[CH:12]=[O:13].C(N(CC)CC)C.[CH3:25][S:26](Cl)(=[O:28])=[O:27]. The catalyst is ClCCl. The product is [CH3:25][S:26]([N:7]1[CH2:8][CH2:9][C:5]2([CH2:1][N:2]([C:10]3[CH:17]=[CH:16][CH:15]=[CH:14][C:11]=3[CH:12]=[O:13])[CH2:3][CH2:4]2)[CH2:6]1)(=[O:28])=[O:27]. The yield is 0.900. (3) The reactants are [NH2:1][C@@H:2]([CH2:18][CH3:19])[CH2:3][N:4]1[CH:8]=[CH:7][C:6]([C:9]2[CH:16]=[CH:15][C:12]([C:13]#[N:14])=[C:11]([Cl:17])[CH:10]=2)=[N:5]1.[C:20]([C:23]1[CH:27]=[C:26]([C:28](O)=[O:29])[NH:25][N:24]=1)(=[O:22])[CH3:21]. No catalyst specified. The product is [C:20]([C:23]1[CH:27]=[C:26]([C:28]([NH:1][C@@H:2]([CH2:18][CH3:19])[CH2:3][N:4]2[CH:8]=[CH:7][C:6]([C:9]3[CH:16]=[CH:15][C:12]([C:13]#[N:14])=[C:11]([Cl:17])[CH:10]=3)=[N:5]2)=[O:29])[NH:25][N:24]=1)(=[O:22])[CH3:21]. The yield is 0.240. (4) The reactants are [CH3:1][C:2]1[C:7]([O:8]C(=O)C)=[CH:6][CH:5]=[C:4]([N:12]2[CH:16]=[N:15][CH:14]=[N:13]2)[N:3]=1.[OH-].[Na+].Cl. No catalyst specified. The product is [CH3:1][C:2]1[C:7]([OH:8])=[CH:6][CH:5]=[C:4]([N:12]2[CH:16]=[N:15][CH:14]=[N:13]2)[N:3]=1. The yield is 0.950.